From a dataset of Forward reaction prediction with 1.9M reactions from USPTO patents (1976-2016). Predict the product of the given reaction. (1) Given the reactants C(NC(C)C)(C)C.C([Li])CCC.[O:13]1[CH2:18][CH2:17][CH2:16][C:15](=[O:19])[CH2:14]1.C1C=CC(N([S:27]([C:30]([F:33])([F:32])[F:31])(=[O:29])=[O:28])[S:27]([C:30]([F:33])([F:32])[F:31])(=[O:29])=[O:28])=CC=1.C(=O)(O)[O-].[Na+], predict the reaction product. The product is: [O:13]1[CH2:18][CH2:17][CH:16]=[C:15]([O:19][S:27]([C:30]([F:33])([F:32])[F:31])(=[O:29])=[O:28])[CH2:14]1. (2) Given the reactants Cl[Si:2]([CH3:5])([CH3:4])[CH3:3].[CH2:6]([OH:11])[C:7]([CH3:10])([CH3:9])[CH3:8].CN1C=CN=C1, predict the reaction product. The product is: [CH3:8][C:7]([CH3:10])([CH3:9])[CH2:6][O:11][Si:2]([CH3:5])([CH3:4])[CH3:3]. (3) Given the reactants CN([CH:4]=[C:5]1[C:13]2[C:8](=[CH:9][CH:10]=[CH:11][CH:12]=2)[CH2:7][C:6]1=O)C.Cl.Cl.[CH3:17][N:18]1[C:22]([C:23]2[CH:24]=[C:25]([N:29]=[C:30]([NH2:32])[NH2:31])[CH:26]=[CH:27][CH:28]=2)=[CH:21][N:20]=[C:19]1[CH3:33].C[O-].[Na+], predict the reaction product. The product is: [CH3:17][N:18]1[C:22]([C:23]2[CH:24]=[C:25]([NH:29][C:30]3[N:32]=[CH:4][C:5]4[C:13]5[CH:12]=[CH:11][CH:10]=[CH:9][C:8]=5[CH2:7][C:6]=4[N:31]=3)[CH:26]=[CH:27][CH:28]=2)=[CH:21][N:20]=[C:19]1[CH3:33]. (4) Given the reactants [CH3:1][O:2][C:3](=[O:15])[CH2:4][NH:5][CH2:6][C:7]1[CH:12]=[CH:11][C:10]([O:13][CH3:14])=[CH:9][CH:8]=1.C(N(CC)CC)C.[Cl:23][CH2:24][CH2:25][CH2:26][O:27][C:28]1[CH:33]=[CH:32][C:31]([S:34](Cl)(=[O:36])=[O:35])=[CH:30][CH:29]=1.Cl, predict the reaction product. The product is: [CH3:1][O:2][C:3](=[O:15])[CH2:4][N:5]([S:34]([C:31]1[CH:30]=[CH:29][C:28]([O:27][CH2:26][CH2:25][CH2:24][Cl:23])=[CH:33][CH:32]=1)(=[O:35])=[O:36])[CH2:6][C:7]1[CH:8]=[CH:9][C:10]([O:13][CH3:14])=[CH:11][CH:12]=1.